This data is from Catalyst prediction with 721,799 reactions and 888 catalyst types from USPTO. The task is: Predict which catalyst facilitates the given reaction. Reactant: [NH2:1][CH2:2][CH2:3][O:4][CH2:5][CH2:6][OH:7].[H-].[Na+].[O:10]1[C:14]2[CH:15]=[CH:16][CH:17]=[CH:18][C:13]=2[CH:12]=[C:11]1[C:19]1[N:23]2[N:24]=[C:25](Cl)[CH:26]=[CH:27][C:22]2=[N:21][CH:20]=1. Product: [O:10]1[C:14]2[CH:15]=[CH:16][CH:17]=[CH:18][C:13]=2[CH:12]=[C:11]1[C:19]1[N:23]2[N:24]=[C:25]([O:7][CH2:6][CH2:5][O:4][CH2:3][CH2:2][NH2:1])[CH:26]=[CH:27][C:22]2=[N:21][CH:20]=1. The catalyst class is: 3.